From a dataset of Full USPTO retrosynthesis dataset with 1.9M reactions from patents (1976-2016). Predict the reactants needed to synthesize the given product. Given the product [NH2:1][C:2]1[C:11]([F:12])=[C:10]([F:13])[C:9]([O:14][CH:15]([CH3:17])[CH3:16])=[C:8]2[C:3]=1[C:4](=[O:26])[C:5]([C:21]([OH:23])=[O:22])=[CH:6][N:7]2[CH:18]1[CH2:20][CH2:19]1, predict the reactants needed to synthesize it. The reactants are: [NH2:1][C:2]1[C:11]([F:12])=[C:10]([F:13])[C:9]([O:14][CH:15]([CH3:17])[CH3:16])=[C:8]2[C:3]=1[C:4](=[O:26])[C:5]([C:21]([O:23]CC)=[O:22])=[CH:6][N:7]2[CH:18]1[CH2:20][CH2:19]1.[OH-].[Na+].Cl.